This data is from Full USPTO retrosynthesis dataset with 1.9M reactions from patents (1976-2016). The task is: Predict the reactants needed to synthesize the given product. (1) Given the product [Br:1][C:2]1[C:10]2[C:5](=[CH:6][CH:7]=[C:8]([NH:11][C:12]([C:14]3[CH:19]([C:20]4[CH:25]=[CH:24][C:23]([Cl:26])=[C:22]([OH:27])[CH:21]=4)[CH2:18][C:17](=[O:29])[NH:16][C:15]=3[CH3:30])=[O:13])[CH:9]=2)[NH:4][N:3]=1, predict the reactants needed to synthesize it. The reactants are: [Br:1][C:2]1[C:10]2[C:5](=[CH:6][CH:7]=[C:8]([NH:11][C:12]([C:14]3[CH:19]([C:20]4[CH:25]=[CH:24][C:23]([Cl:26])=[C:22]([O:27]C)[CH:21]=4)[CH2:18][C:17](=[O:29])[NH:16][C:15]=3[CH3:30])=[O:13])[CH:9]=2)[NH:4][N:3]=1.B(Cl)(Cl)Cl. (2) Given the product [Cl:19][C:13]1[C:14]([Cl:18])=[CH:15][CH:16]=[CH:17][C:12]=1[S:9]([NH:8][C:5]1[CH:6]=[CH:7][C:2]([NH:1][C:22]2[C:27]([C:28]3[CH:33]=[CH:32][N:31]=[CH:30][N:29]=3)=[CH:26][CH:25]=[CH:24][N:23]=2)=[CH:3][C:4]=1[F:20])(=[O:11])=[O:10], predict the reactants needed to synthesize it. The reactants are: [NH2:1][C:2]1[CH:7]=[CH:6][C:5]([NH:8][S:9]([C:12]2[CH:17]=[CH:16][CH:15]=[C:14]([Cl:18])[C:13]=2[Cl:19])(=[O:11])=[O:10])=[C:4]([F:20])[CH:3]=1.Cl[C:22]1[C:27]([C:28]2[CH:33]=[CH:32][N:31]=[CH:30][N:29]=2)=[CH:26][CH:25]=[CH:24][N:23]=1.N(CC)(CC)CC.FC(C(O)=O)(F)F. (3) Given the product [CH3:28][O:27][C:26]1[C:3](=[O:2])[C:4]([CH3:33])=[C:5]([CH2:6][C:7]2[CH:8]=[CH:9][C:10]([C:16]3[CH:21]=[CH:20][CH:19]=[C:18]([O:22][CH3:23])[CH:17]=3)=[C:11]([CH:15]=2)[C:12]([OH:14])=[O:13])[C:24](=[O:31])[C:25]=1[O:29][CH3:30], predict the reactants needed to synthesize it. The reactants are: C[O:2][C:3]1[C:4]([CH3:33])=[C:5]([C:24]([O:31]C)=[C:25]([O:29][CH3:30])[C:26]=1[O:27][CH3:28])[CH2:6][C:7]1[CH:8]=[CH:9][C:10]([C:16]2[CH:21]=[CH:20][CH:19]=[C:18]([O:22][CH3:23])[CH:17]=2)=[C:11]([CH:15]=1)[C:12]([OH:14])=[O:13].O=[N+]([O-])[O-].[O-][N+](=O)[O-].[O-][N+](=O)[O-].[O-][N+](=O)[O-].[O-][N+](=O)[O-].[O-][N+](=O)[O-].[Ce+4].[NH4+].[NH4+]. (4) The reactants are: [CH3:1][O:2][C:3]1[CH:4]=[C:5]2[C:9](=[CH:10][CH:11]=1)[N:8]([CH2:12][CH2:13][CH2:14][CH2:15][CH2:16]Cl)[C:7]1[C:18]3[CH:26]=[CH:25][CH:24]=[CH:23][C:19]=3[S:20][CH2:21][CH2:22][C:6]2=1.[NH:27]1[CH2:32][CH2:31][CH2:30][CH2:29][CH2:28]1. Given the product [CH3:1][O:2][C:3]1[CH:4]=[C:5]2[C:9](=[CH:10][CH:11]=1)[N:8]([CH2:12][CH2:13][CH2:14][CH2:15][CH2:16][N:27]1[CH2:32][CH2:31][CH2:30][CH2:29][CH2:28]1)[C:7]1[C:18]3[CH:26]=[CH:25][CH:24]=[CH:23][C:19]=3[S:20][CH2:21][CH2:22][C:6]2=1, predict the reactants needed to synthesize it. (5) Given the product [CH3:11][S:12]([O-:15])(=[O:14])=[O:13].[OH:1][C:2]1[NH:6][CH:5]=[N:4][C:3]=1[C:7]([NH2:9])=[O:8], predict the reactants needed to synthesize it. The reactants are: [OH:1][C:2]1[NH:6][CH:5]=[N:4][C:3]=1[C:7]([NH2:9])=[O:8].O.[CH3:11][S:12]([OH:15])(=[O:14])=[O:13]. (6) Given the product [CH:3]1([C:8]2([N:19]([CH3:21])[CH3:20])[CH2:18][CH2:17][C:11]3([CH2:12][C:13](=[O:16])[N:14]([CH2:33][CH2:34][CH:35]4[CH2:37][CH2:36]4)[CH2:15]3)[CH2:10][CH2:9]2)[CH2:7][CH2:6][CH2:5][CH2:4]1, predict the reactants needed to synthesize it. The reactants are: [OH-].[Na+].[CH:3]1([C:8]2([N:19]([CH3:21])[CH3:20])[CH2:18][CH2:17][C:11]3([CH2:15][NH:14][C:13](=[O:16])[CH2:12]3)[CH2:10][CH2:9]2)[CH2:7][CH2:6][CH2:5][CH2:4]1.CC1C=CC(S(O[CH2:33][CH2:34][CH:35]2[CH2:37][CH2:36]2)(=O)=O)=CC=1.O. (7) Given the product [Cl:19][C:20]1[CH:25]=[C:24]([F:26])[CH:23]=[CH:22][C:21]=1[S:27]([NH:1][C@H:2]([C@@H:5]([CH2:7][NH:8][C:9]([O:11][C:12]([CH3:14])([CH3:13])[CH3:15])=[O:10])[OH:6])[CH2:3][CH3:4])(=[O:29])=[O:28], predict the reactants needed to synthesize it. The reactants are: [NH2:1][C@H:2]([C@@H:5]([CH2:7][NH:8][C:9]([O:11][C:12]([CH3:15])([CH3:14])[CH3:13])=[O:10])[OH:6])[CH2:3][CH3:4].C(Cl)Cl.[Cl:19][C:20]1[CH:25]=[C:24]([F:26])[CH:23]=[CH:22][C:21]=1[S:27](Cl)(=[O:29])=[O:28].